Dataset: Reaction yield outcomes from USPTO patents with 853,638 reactions. Task: Predict the reaction yield, written as a fraction of the theoretical maximum amount of product (1.0 means a 100% yield; for example, 0.34 means a 34% yield). (1) The yield is 0.790. The reactants are [Cl:1][C:2]1[C:3]([NH:8][C@@H:9]2[CH2:14][CH2:13][CH2:12][N:11]([C:15]([O:17][C:18]([CH3:21])([CH3:20])[CH3:19])=[O:16])[CH2:10]2)=[N:4][CH:5]=[CH:6][CH:7]=1.[N:22]1[C:30]2[C:25](=[N:26][CH:27]=[CH:28][CH:29]=2)[N:24]([C:31]2[CH:39]=[CH:38][C:34]([C:35](O)=[O:36])=[CH:33][CH:32]=2)[N:23]=1. The product is [N:22]1[C:30]2[C:25](=[N:26][CH:27]=[CH:28][CH:29]=2)[N:24]([C:31]2[CH:32]=[CH:33][C:34]([C:35]([N:8]([C@@H:9]3[CH2:14][CH2:13][CH2:12][N:11]([C:15]([O:17][C:18]([CH3:21])([CH3:20])[CH3:19])=[O:16])[CH2:10]3)[C:3]3[C:2]([Cl:1])=[CH:7][CH:6]=[CH:5][N:4]=3)=[O:36])=[CH:38][CH:39]=2)[N:23]=1. No catalyst specified. (2) The reactants are [CH3:1][C@H:2]1[CH2:6][CH2:5][CH2:4][N:3]1[CH2:7][CH2:8][CH2:9][O:10][C:11]1[CH:23]=[C:22]2[C:14]([N:15]3[C:20](=[CH:21]2)[C:19](=[O:24])[NH:18][CH2:17][CH2:16]3)=[N:13][CH:12]=1.C[C@@H]1CCCN1. No catalyst specified. The product is [CH3:1][C@@H:2]1[CH2:6][CH2:5][CH2:4][N:3]1[CH2:7][CH2:8][CH2:9][O:10][C:11]1[CH:23]=[C:22]2[C:14]([N:15]3[C:20](=[CH:21]2)[C:19](=[O:24])[NH:18][CH2:17][CH2:16]3)=[N:13][CH:12]=1. The yield is 0.320.